From a dataset of Forward reaction prediction with 1.9M reactions from USPTO patents (1976-2016). Predict the product of the given reaction. (1) The product is: [Cl:1][C:2]1[CH:7]=[C:6]([Cl:8])[CH:5]=[CH:4][C:3]=1[CH:9]1[CH:18]([C:19]([NH:21][O:22][CH2:23][C:24]2[CH:25]=[C:26]([CH:36]=[CH:37][CH:38]=2)[O:27][CH2:28][C:29]([OH:31])=[O:30])=[O:20])[C:17]2[C:12](=[CH:13][CH:14]=[CH:15][CH:16]=2)[C:11](=[O:39])[N:10]1[CH:40]1[CH2:45][CH2:44][CH2:43][CH2:42][CH:41]1[NH:46][S:47]([CH3:50])(=[O:49])=[O:48]. Given the reactants [Cl:1][C:2]1[CH:7]=[C:6]([Cl:8])[CH:5]=[CH:4][C:3]=1[CH:9]1[CH:18]([C:19]([NH:21][O:22][CH2:23][C:24]2[CH:25]=[C:26]([CH:36]=[CH:37][CH:38]=2)[O:27][CH2:28][C:29]([O:31]C(C)(C)C)=[O:30])=[O:20])[C:17]2[C:12](=[CH:13][CH:14]=[CH:15][CH:16]=2)[C:11](=[O:39])[N:10]1[CH:40]1[CH2:45][CH2:44][CH2:43][CH2:42][CH:41]1[NH:46][S:47]([CH3:50])(=[O:49])=[O:48].ClC(Cl)C.FC(F)(F)C(O)=O, predict the reaction product. (2) Given the reactants [NH2:1][CH2:2][C:3]1[C:8]([CH2:9][CH3:10])=[N:7][C:6]2[N:11]([CH2:14][CH3:15])[N:12]=[CH:13][C:5]=2[C:4]=1[NH:16][CH:17]1[CH2:22][CH2:21][O:20][CH2:19][CH2:18]1.[Cl:23][CH2:24][CH2:25][CH2:26][CH2:27][C:28](Cl)=[O:29].CCN(C(C)C)C(C)C, predict the reaction product. The product is: [Cl:23][CH2:24][CH2:25][CH2:26][CH2:27][C:28]([NH:1][CH2:2][C:3]1[C:4]([NH:16][CH:17]2[CH2:18][CH2:19][O:20][CH2:21][CH2:22]2)=[C:5]2[CH:13]=[N:12][N:11]([CH2:14][CH3:15])[C:6]2=[N:7][C:8]=1[CH2:9][CH3:10])=[O:29]. (3) Given the reactants [OH:1][C:2]1([C:8]2[CH:13]=[CH:12][CH:11]=[CH:10][N+:9]=2[O-])[CH2:7][CH2:6][O:5][CH2:4][CH2:3]1.[CH3:15][N:16](C)C(Cl)=O.C[Si](C#N)(C)C.C(=O)([O-])[O-].[Na+].[Na+], predict the reaction product. The product is: [OH:1][C:2]1([C:8]2[N:9]=[C:10]([C:15]#[N:16])[CH:11]=[CH:12][CH:13]=2)[CH2:7][CH2:6][O:5][CH2:4][CH2:3]1. (4) Given the reactants [CH:1]1([N:6]2[CH2:12][C:11]([F:14])([F:13])[C:10](=[O:15])[N:9]([CH2:16][CH2:17][CH3:18])[C:8]3[CH:19]=[N:20][C:21]([NH:23][C:24]4[CH:32]=[CH:31][C:27]([C:28]([OH:30])=O)=[CH:26][CH:25]=4)=[N:22][C:7]2=3)[CH2:5][CH2:4][CH2:3][CH2:2]1.F[P-](F)(F)(F)(F)F.[CH3:40][N:41](C(N(C)C)=[N+]1C2C(=NC=CC=2)[N+]([O-])=N1)C.C(N(C(C)C)CC)(C)C.CN, predict the reaction product. The product is: [CH:1]1([N:6]2[CH2:12][C:11]([F:14])([F:13])[C:10](=[O:15])[N:9]([CH2:16][CH2:17][CH3:18])[C:8]3[CH:19]=[N:20][C:21]([NH:23][C:24]4[CH:25]=[CH:26][C:27]([C:28]([NH:41][CH3:40])=[O:30])=[CH:31][CH:32]=4)=[N:22][C:7]2=3)[CH2:5][CH2:4][CH2:3][CH2:2]1. (5) Given the reactants Cl.[CH3:2][N:3]([CH2:11][C:12]1[CH:21]=[CH:20][C:15]([C:16]([O:18]C)=[O:17])=[CH:14][CH:13]=1)[CH2:4][CH:5]1[CH2:10][CH2:9][CH2:8][CH2:7][NH:6]1.C(N(C(C)C)CC)(C)C.[Br:31][C:32]1[CH:46]=[CH:45][C:35]([O:36][C:37]2[CH:44]=[CH:43][C:40]([CH:41]=O)=[CH:39][CH:38]=2)=[CH:34][CH:33]=1.C(O[BH-](OC(=O)C)OC(=O)C)(=O)C, predict the reaction product. The product is: [Br:31][C:32]1[CH:46]=[CH:45][C:35]([O:36][C:37]2[CH:44]=[CH:43][C:40]([CH2:41][N:6]3[CH2:7][CH2:8][CH2:9][CH2:10][CH:5]3[CH2:4][N:3]([CH2:11][C:12]3[CH:21]=[CH:20][C:15]([C:16]([OH:18])=[O:17])=[CH:14][CH:13]=3)[CH3:2])=[CH:39][CH:38]=2)=[CH:34][CH:33]=1. (6) Given the reactants [CH2:1]([OH:15])[CH2:2][CH2:3][CH2:4][CH2:5][CH2:6][CH2:7][CH2:8]/[CH:9]=[CH:10]\[CH2:11][CH2:12][CH2:13][CH3:14].C(O)CCCCCCC/C=C\CCCCCCCC.C=CC/C=C/C, predict the reaction product. The product is: [CH2:1]([OH:15])[CH2:2][CH2:3][CH2:4][CH2:5][CH2:6][CH2:7][CH2:8]/[CH:9]=[CH:10]\[CH2:11]/[CH:12]=[CH:13]/[CH3:14]. (7) Given the reactants [Cl-].O[NH3+:3].[C:4](=[O:7])([O-])[OH:5].[Na+].CS(C)=O.[CH2:13]([C:17]1[N:18]=[C:19]([CH3:55])[N:20]([C:39]2[CH:44]=[CH:43][CH:42]=[C:41]([CH:45]([O:47][Si:48]([C:51]([CH3:54])([CH3:53])[CH3:52])([CH3:50])[CH3:49])[CH3:46])[CH:40]=2)[C:21](=[O:38])[C:22]=1[CH2:23][C:24]1[CH:29]=[CH:28][C:27]([C:30]2[C:31]([C:36]#[N:37])=[CH:32][CH:33]=[CH:34][CH:35]=2)=[CH:26][CH:25]=1)[CH2:14][CH2:15][CH3:16], predict the reaction product. The product is: [CH2:13]([C:17]1[N:18]=[C:19]([CH3:55])[N:20]([C:39]2[CH:44]=[CH:43][CH:42]=[C:41]([CH:45]([O:47][Si:48]([C:51]([CH3:53])([CH3:52])[CH3:54])([CH3:50])[CH3:49])[CH3:46])[CH:40]=2)[C:21](=[O:38])[C:22]=1[CH2:23][C:24]1[CH:25]=[CH:26][C:27]([C:30]2[CH:35]=[CH:34][CH:33]=[CH:32][C:31]=2[C:36]2[NH:3][C:4](=[O:7])[O:5][N:37]=2)=[CH:28][CH:29]=1)[CH2:14][CH2:15][CH3:16]. (8) Given the reactants C([N:8]1[CH2:12][CH2:11][CH2:10][CH:9]1[CH2:13][O:14][C:15]1[CH:20]=[C:19]([C:21]([F:24])([F:23])[F:22])[CH:18]=[C:17]([N+:25]([O-:27])=[O:26])[CH:16]=1)(OC(C)(C)C)=O.C(O)(C(F)(F)F)=O, predict the reaction product. The product is: [N+:25]([C:17]1[CH:16]=[C:15]([CH:20]=[C:19]([C:21]([F:24])([F:22])[F:23])[CH:18]=1)[O:14][CH2:13][CH:9]1[CH2:10][CH2:11][CH2:12][NH:8]1)([O-:27])=[O:26].